From a dataset of Catalyst prediction with 721,799 reactions and 888 catalyst types from USPTO. Predict which catalyst facilitates the given reaction. (1) Reactant: C([O:3][C:4](=[O:33])[C:5]1[CH:10]=[C:9]([C:11](=[O:32])[NH:12][C:13]2[CH:14]=[N:15][C:16]([O:26][CH2:27][C:28]([F:31])([F:30])[F:29])=[C:17]([C:19]3[CH:24]=[CH:23][C:22]([Cl:25])=[CH:21][CH:20]=3)[CH:18]=2)[CH:8]=[N:7][CH:6]=1)C.C1COCC1.CO. Product: [Cl:25][C:22]1[CH:21]=[CH:20][C:19]([C:17]2[CH:18]=[C:13]([NH:12][C:11]([C:9]3[CH:8]=[N:7][CH:6]=[C:5]([CH:10]=3)[C:4]([OH:33])=[O:3])=[O:32])[CH:14]=[N:15][C:16]=2[O:26][CH2:27][C:28]([F:29])([F:30])[F:31])=[CH:24][CH:23]=1. The catalyst class is: 6. (2) Reactant: C[O:2][C:3]([C:5]1[C:6]([NH:16][C:17]2[CH:22]=[CH:21][C:20]([Br:23])=[CH:19][C:18]=2[Cl:24])=[C:7]([F:15])[C:8]2[O:12][N:11]=[C:10]([CH3:13])[C:9]=2[CH:14]=1)=[O:4].[Li+].[OH-].Cl. Product: [Br:23][C:20]1[CH:21]=[CH:22][C:17]([NH:16][C:6]2[C:5]([C:3]([OH:4])=[O:2])=[CH:14][C:9]3[C:10]([CH3:13])=[N:11][O:12][C:8]=3[C:7]=2[F:15])=[C:18]([Cl:24])[CH:19]=1. The catalyst class is: 731. (3) Reactant: [Br:1][C:2]1[CH:3]=[C:4]2[C:8](=[CH:9][CH:10]=1)[NH:7][C:6]([C:11]([OH:13])=O)=[CH:5]2.C(N1C=CN=C1)(N1C=CN=C1)=O.[NH:26]1[CH2:31][CH2:30][O:29][CH2:28][CH2:27]1. Product: [Br:1][C:2]1[CH:3]=[C:4]2[C:8](=[CH:9][CH:10]=1)[NH:7][C:6]([C:11]([N:26]1[CH2:31][CH2:30][O:29][CH2:28][CH2:27]1)=[O:13])=[CH:5]2. The catalyst class is: 7. (4) Reactant: Br[C:2]1[CH:3]=[C:4]([CH:7]=[CH:8][C:9]=1[CH3:10])[CH:5]=[CH2:6].Cl[P:12]([C:19]1[CH:24]=[CH:23][CH:22]=[CH:21][CH:20]=1)[C:13]1[CH:18]=[CH:17][CH:16]=[CH:15][CH:14]=1.[NH4+].[Cl-]. Product: [C:19]1([P:12]([C:13]2[CH:14]=[CH:15][CH:16]=[CH:17][CH:18]=2)[C:2]2[CH:3]=[C:4]([CH:7]=[CH:8][C:9]=2[CH3:10])[CH:5]=[CH2:6])[CH:20]=[CH:21][CH:22]=[CH:23][CH:24]=1. The catalyst class is: 1. (5) Reactant: [O:1]1[C:10]2[CH:9]=[C:8]([CH2:11][N:12]([CH:20]3[CH2:25][CH2:24][N:23]([CH2:26][CH2:27][N:28]4[C:37]5[C:32](=[N:33][CH:34]=[C:35]([F:38])[CH:36]=5)[CH:31]=[CH:30][C:29]4=[O:39])[CH2:22][CH2:21]3)C(=O)OC(C)(C)C)[N:7]=[CH:6][C:5]=2[O:4][CH2:3][CH2:2]1.[ClH:40]. Product: [ClH:40].[ClH:40].[ClH:40].[O:1]1[C:10]2[CH:9]=[C:8]([CH2:11][NH:12][CH:20]3[CH2:25][CH2:24][N:23]([CH2:26][CH2:27][N:28]4[C:37]5[C:32](=[N:33][CH:34]=[C:35]([F:38])[CH:36]=5)[CH:31]=[CH:30][C:29]4=[O:39])[CH2:22][CH2:21]3)[N:7]=[CH:6][C:5]=2[O:4][CH2:3][CH2:2]1. The catalyst class is: 32.